Dataset: NCI-60 drug combinations with 297,098 pairs across 59 cell lines. Task: Regression. Given two drug SMILES strings and cell line genomic features, predict the synergy score measuring deviation from expected non-interaction effect. Drug 1: COC1=C(C=C2C(=C1)N=CN=C2NC3=CC(=C(C=C3)F)Cl)OCCCN4CCOCC4. Drug 2: CC=C1C(=O)NC(C(=O)OC2CC(=O)NC(C(=O)NC(CSSCCC=C2)C(=O)N1)C(C)C)C(C)C. Cell line: MOLT-4. Synergy scores: CSS=73.9, Synergy_ZIP=-4.67, Synergy_Bliss=0.211, Synergy_Loewe=-10.6, Synergy_HSA=1.78.